This data is from Full USPTO retrosynthesis dataset with 1.9M reactions from patents (1976-2016). The task is: Predict the reactants needed to synthesize the given product. Given the product [C:34]([C:38]1[CH:39]=[CH:40][C:41]([CH2:44][CH:45]([CH3:48])[CH:46]=[CH:2][CH2:3][C:4]2[CH:5]=[CH:6][CH:7]=[CH:8][CH:9]=2)=[CH:42][CH:43]=1)([CH3:37])([CH3:36])[CH3:35], predict the reactants needed to synthesize it. The reactants are: [Br-].[CH2:2]([P+](C1C=CC=CC=1)(C1C=CC=CC=1)C1C=CC=CC=1)[CH2:3][C:4]1[CH:9]=[CH:8][CH:7]=[CH:6][CH:5]=1.[Li]CCCC.[C:34]([C:38]1[CH:43]=[CH:42][C:41]([CH2:44][CH:45]([CH3:48])[CH:46]=O)=[CH:40][CH:39]=1)([CH3:37])([CH3:36])[CH3:35].